Dataset: Peptide-MHC class I binding affinity with 185,985 pairs from IEDB/IMGT. Task: Regression. Given a peptide amino acid sequence and an MHC pseudo amino acid sequence, predict their binding affinity value. This is MHC class I binding data. (1) The peptide sequence is IAGGVCYYL. The MHC is HLA-A68:02 with pseudo-sequence HLA-A68:02. The binding affinity (normalized) is 0.448. (2) The peptide sequence is YGSWFGLIY. The MHC is HLA-B57:01 with pseudo-sequence HLA-B57:01. The binding affinity (normalized) is 0.0847. (3) The peptide sequence is SVGTGILFM. The MHC is HLA-A02:02 with pseudo-sequence HLA-A02:02. The binding affinity (normalized) is 0.372. (4) The peptide sequence is SRMASVALAF. The MHC is HLA-B35:03 with pseudo-sequence HLA-B35:03. The binding affinity (normalized) is 0. (5) The peptide sequence is ALERLLSLK. The MHC is HLA-A03:01 with pseudo-sequence HLA-A03:01. The binding affinity (normalized) is 0.496. (6) The peptide sequence is YQVLVMVPK. The MHC is HLA-A02:01 with pseudo-sequence HLA-A02:01. The binding affinity (normalized) is 0.0847. (7) The peptide sequence is TPKPAVRFAI. The MHC is HLA-A02:06 with pseudo-sequence HLA-A02:06. The binding affinity (normalized) is 0.279.